From a dataset of Full USPTO retrosynthesis dataset with 1.9M reactions from patents (1976-2016). Predict the reactants needed to synthesize the given product. Given the product [CH2:38]([O:1][C:2]1[CH:10]=[CH:9][C:8]2[N:7]([S:11]([C:14]3[CH:19]=[CH:18][CH:17]=[CH:16][CH:15]=3)(=[O:13])=[O:12])[CH:6]=[C:5]3[CH2:20][CH2:21][NH:22][CH:23]([CH3:24])[C:3]=1[C:4]=23)[CH3:39], predict the reactants needed to synthesize it. The reactants are: [OH:1][C:2]1[CH:10]=[CH:9][C:8]2[N:7]([S:11]([C:14]3[CH:19]=[CH:18][CH:17]=[CH:16][CH:15]=3)(=[O:13])=[O:12])[CH:6]=[C:5]3[CH2:20][CH2:21][N:22](C(OC(C)(C)C)=O)[CH:23]([CH3:24])[C:3]=1[C:4]=23.C([O-])([O-])=O.[K+].[K+].[CH2:38](I)[CH3:39].